The task is: Binary Classification. Given a drug SMILES string, predict its activity (active/inactive) in a high-throughput screening assay against a specified biological target.. This data is from KCNQ2 potassium channel screen with 302,405 compounds. (1) The molecule is S(=O)(=O)(Nc1ccc(C(=O)NC2C(CCCC2)C)cc1)c1c(onc1C)C. The result is 0 (inactive). (2) The compound is s1c(n2n(O)c3c([nH]c2=O)cccc3)c(c(c2ccccc2)c1)C(OCC)=O. The result is 0 (inactive). (3) The drug is FC(F)(F)C1(NC(=O)C2CCCCC2)c2c(NC1=O)n(Cc1occc1)c(=O)[nH]c2=O. The result is 0 (inactive). (4) The drug is S=C(N1CCN(CC1)c1ncccc1)NC(=O)c1occc1. The result is 0 (inactive). (5) The molecule is Fc1ccc(Cn2nnnc2C(N2CCN(C3CCCCC3)CC2)C(C)C)cc1. The result is 0 (inactive). (6) The compound is S(=O)(=O)(NCC(OCC)=O)c1ccc(cc1)C(O)=O. The result is 0 (inactive).